This data is from Reaction yield outcomes from USPTO patents with 853,638 reactions. The task is: Predict the reaction yield, written as a fraction of the theoretical maximum amount of product (1.0 means a 100% yield; for example, 0.34 means a 34% yield). (1) The reactants are [CH2:1]([O:3][CH:4]([O:7][CH2:8][CH3:9])[CH2:5][NH2:6])[CH3:2].Br[CH2:11][C:12]1[CH:21]=[CH:20][C:19]2[C:14](=[CH:15][CH:16]=[CH:17][CH:18]=2)[CH:13]=1. No catalyst specified. The product is [CH2:1]([O:3][CH:4]([O:7][CH2:8][CH3:9])[CH2:5][NH:6][CH2:11][C:12]1[CH:21]=[CH:20][C:19]2[C:14](=[CH:15][CH:16]=[CH:17][CH:18]=2)[CH:13]=1)[CH3:2]. The yield is 0.780. (2) The reactants are [Se](=O)=[O:2].[CH3:4][N:5]([CH3:20])[C:6](=[O:19])[S:7][C:8]1[CH:17]=[C:16]2[C:11]([CH:12]=[CH:13][C:14]([CH3:18])=[N:15]2)=[CH:10][CH:9]=1. No catalyst specified. The product is [CH3:20][N:5]([CH3:4])[C:6](=[O:19])[S:7][C:8]1[CH:17]=[C:16]2[C:11]([CH:12]=[CH:13][C:14]([CH:18]=[O:2])=[N:15]2)=[CH:10][CH:9]=1. The yield is 0.570. (3) The reactants are [OH-].[Na+].[Br:3][C:4]1[CH:5]=[CH:6][C:7]2[N:8]([CH2:18][CH:19]([OH:24])[C:20]([O:22]C)=[O:21])[C:9]3[C:14]([C:15]=2[CH:16]=1)=[CH:13][C:12]([Br:17])=[CH:11][CH:10]=3. The catalyst is CCO. The product is [Br:17][C:12]1[CH:11]=[CH:10][C:9]2[N:8]([CH2:18][CH:19]([OH:24])[C:20]([OH:22])=[O:21])[C:7]3[C:15]([C:14]=2[CH:13]=1)=[CH:16][C:4]([Br:3])=[CH:5][CH:6]=3. The yield is 0.990. (4) The reactants are [CH3:1][C:2]1([CH3:22])[NH:7][C:6]2[CH:8]=[C:9]([C:11]3[CH:16]=[CH:15][N:14]=[C:13](S(C)(=O)=O)[N:12]=3)[S:10][C:5]=2[C:4](=[O:21])[NH:3]1.[BH4-].[Na+]. The catalyst is C(O)C.CO. The product is [CH3:1][C:2]1([CH3:22])[NH:7][C:6]2[CH:8]=[C:9]([C:11]3[CH:16]=[CH:15][N:14]=[CH:13][N:12]=3)[S:10][C:5]=2[C:4](=[O:21])[NH:3]1. The yield is 0.460. (5) The reactants are [NH2:1][C:2]1[NH:3][C:4]([C:18]([CH3:21])([CH3:20])[CH3:19])=[CH:5][C:6]=1[C:7]([N:9]1[CH2:14][CH2:13][NH:12][C:11](=[O:15])[C:10]1([CH3:17])[CH3:16])=[O:8].[Cl:22][C:23]1[CH:28]=[CH:27][CH:26]=[C:25]([N:29]=[C:30]=[O:31])[C:24]=1[Cl:32]. The catalyst is C1COCC1. The product is [C:18]([C:4]1[NH:3][C:2]([NH:1][C:30]([NH:29][C:25]2[CH:26]=[CH:27][CH:28]=[C:23]([Cl:22])[C:24]=2[Cl:32])=[O:31])=[C:6]([C:7]([N:9]2[CH2:14][CH2:13][NH:12][C:11](=[O:15])[C:10]2([CH3:16])[CH3:17])=[O:8])[CH:5]=1)([CH3:21])([CH3:20])[CH3:19]. The yield is 0.150. (6) The reactants are [N:1]12[CH2:8][CH2:7][C:4]([C:9]([C:17]3[CH:22]=[CH:21][CH:20]=[CH:19][CH:18]=3)([C:11]3[CH:16]=[CH:15][CH:14]=[CH:13][CH:12]=3)[OH:10])([CH2:5][CH2:6]1)[CH2:3][CH2:2]2.[F:23][C:24]1[CH:25]=[C:26]([O:30][CH2:31][CH2:32][CH2:33][Br:34])[CH:27]=[CH:28][CH:29]=1. The catalyst is CC#N. The product is [Br-:34].[F:23][C:24]1[CH:25]=[C:26]([O:30][CH2:31][CH2:32][CH2:33][N+:1]23[CH2:6][CH2:5][C:4]([C:9]([OH:10])([C:17]4[CH:22]=[CH:21][CH:20]=[CH:19][CH:18]=4)[C:11]4[CH:12]=[CH:13][CH:14]=[CH:15][CH:16]=4)([CH2:3][CH2:2]2)[CH2:7][CH2:8]3)[CH:27]=[CH:28][CH:29]=1. The yield is 0.531.